This data is from CYP1A2 inhibition data for predicting drug metabolism from PubChem BioAssay. The task is: Regression/Classification. Given a drug SMILES string, predict its absorption, distribution, metabolism, or excretion properties. Task type varies by dataset: regression for continuous measurements (e.g., permeability, clearance, half-life) or binary classification for categorical outcomes (e.g., BBB penetration, CYP inhibition). Dataset: cyp1a2_veith. (1) The molecule is Cc1cc(C)nc([N-]S(=O)(=O)c2ccc(N)cc2)n1.[Na+]. The result is 0 (non-inhibitor). (2) The molecule is O=c1c(-c2cccc(F)c2)nc2cncnc2n1Cc1ccccc1. The result is 1 (inhibitor). (3) The drug is O=C(Nc1cccc(F)c1)N1CC[C@@]2(CCCN(C(=O)c3cc(C(F)(F)F)cc(C(F)(F)F)c3)C2)C1. The result is 0 (non-inhibitor). (4) The molecule is COc1ccccc1NC(=O)c1cnc2n(c1=O)CCS2. The result is 1 (inhibitor). (5) The molecule is CCN(CC)Cc1c(O)ccc2c(=O)c(Oc3ccccc3OC)coc12. The result is 0 (non-inhibitor). (6) The molecule is FC(F)(F)c1ccccc1-c1ccc2ncnc(NCc3cccnc3)c2c1. The result is 1 (inhibitor).